From a dataset of Catalyst prediction with 721,799 reactions and 888 catalyst types from USPTO. Predict which catalyst facilitates the given reaction. (1) Reactant: [N:1]([CH2:4][C:5]1[NH:6][C:7](=[O:15])[C:8]2[CH2:14][O:13][CH2:12][CH2:11][C:9]=2[N:10]=1)=[N+]=[N-].C1(P(C2C=CC=CC=2)C2C=CC=CC=2)C=CC=CC=1.O. Product: [NH2:1][CH2:4][C:5]1[NH:6][C:7](=[O:15])[C:8]2[CH2:14][O:13][CH2:12][CH2:11][C:9]=2[N:10]=1. The catalyst class is: 1. (2) Reactant: [F:1][C:2]1[CH:7]=[CH:6][C:5]([C:8]2[C:13]([C:14](OC)=[O:15])=[C:12]([CH:18]([CH3:20])[CH3:19])[N:11]=[C:10]([S:21][CH3:22])[N:9]=2)=[CH:4][CH:3]=1.C1(C)C=CC=CC=1.[H-].C([Al+]CC(C)C)C(C)C. Product: [F:1][C:2]1[CH:7]=[CH:6][C:5]([C:8]2[C:13]([CH2:14][OH:15])=[C:12]([CH:18]([CH3:20])[CH3:19])[N:11]=[C:10]([S:21][CH3:22])[N:9]=2)=[CH:4][CH:3]=1. The catalyst class is: 6. (3) Reactant: C[O:2][C:3]([C:5]1[CH:10]=[C:9]([O:11][CH3:12])[C:8]([O:13][C@@H:14]([CH3:32])[C:15]([N:17]2[CH2:22][CH2:21][N:20]([C:23](=[O:30])[C:24]3[CH:29]=[CH:28][CH:27]=[CH:26][CH:25]=3)[CH2:19][C@H:18]2[CH3:31])=[O:16])=[CH:7][N:6]=1)=O.[NH3:33]. Product: [NH3:6].[C:23]([N:20]1[CH2:21][CH2:22][N:17]([C:15](=[O:16])[C@H:14]([CH3:32])[O:13][C:8]2[C:9]([O:11][CH3:12])=[CH:10][C:5]([C:3]([NH2:33])=[O:2])=[N:6][CH:7]=2)[C@H:18]([CH3:31])[CH2:19]1)(=[O:30])[C:24]1[CH:29]=[CH:28][CH:27]=[CH:26][CH:25]=1. The catalyst class is: 5. (4) Reactant: [C:1]([OH:6])(=[O:5])/[CH:2]=[CH:3]/[CH3:4].C(=O)([O-])[O-].[K+].[K+].[CH3:13][O:14][C:15]1[CH:22]=[CH:21][C:18]([CH2:19]Cl)=[CH:17][CH:16]=1.C(OCC)(=O)C. Product: [C:1]([O:6][CH2:19][C:18]1[CH:21]=[CH:22][C:15]([O:14][CH3:13])=[CH:16][CH:17]=1)(=[O:5])/[CH:2]=[CH:3]/[CH3:4]. The catalyst class is: 35. (5) Reactant: [CH3:1][N:2]([CH3:11])[S:3]([N:6]1[CH:10]=[CH:9][CH:8]=[N:7]1)(=[O:5])=[O:4].[CH2:12]([Li])[CH2:13]CC.ICC.O. Product: [CH3:1][N:2]([CH3:11])[S:3]([N:6]1[CH:10]=[CH:9][C:8]([CH2:12][CH3:13])=[N:7]1)(=[O:4])=[O:5]. The catalyst class is: 7.